From a dataset of Forward reaction prediction with 1.9M reactions from USPTO patents (1976-2016). Predict the product of the given reaction. Given the reactants [Cl:1][C:2]1[CH:23]=[C:22]([O:24][CH2:25][CH:26]=[C:27]([Cl:29])[Cl:28])[CH:21]=[C:20]([Cl:30])[C:3]=1[O:4][CH2:5][CH2:6][CH2:7][O:8][C:9]1[CH:14]=[CH:13][C:12]([C:15](=O)[CH2:16][O:17][CH3:18])=[CH:11][CH:10]=1.C(OP([CH2:39][C:40]#[N:41])(=O)OCC)C.C[O-].[Na+], predict the reaction product. The product is: [Cl:1][C:2]1[CH:23]=[C:22]([O:24][CH2:25][CH:26]=[C:27]([Cl:29])[Cl:28])[CH:21]=[C:20]([Cl:30])[C:3]=1[O:4][CH2:5][CH2:6][CH2:7][O:8][C:9]1[CH:14]=[CH:13][C:12]([C:15]([CH2:16][O:17][CH3:18])=[CH:39][C:40]#[N:41])=[CH:11][CH:10]=1.